This data is from Peptide-MHC class I binding affinity with 185,985 pairs from IEDB/IMGT. The task is: Regression. Given a peptide amino acid sequence and an MHC pseudo amino acid sequence, predict their binding affinity value. This is MHC class I binding data. (1) The peptide sequence is KINEMVDEL. The MHC is HLA-A02:01 with pseudo-sequence HLA-A02:01. The binding affinity (normalized) is 0.476. (2) The peptide sequence is VVELEPSLAT. The MHC is HLA-A02:01 with pseudo-sequence HLA-A02:01. The binding affinity (normalized) is 0. (3) The peptide sequence is HFQKDAKVL. The MHC is HLA-A30:01 with pseudo-sequence HLA-A30:01. The binding affinity (normalized) is 0.0847. (4) The peptide sequence is YTDLTYQSF. The MHC is HLA-B27:05 with pseudo-sequence HLA-B27:05. The binding affinity (normalized) is 0.0847. (5) The peptide sequence is RVRQAWDTL. The MHC is HLA-A02:11 with pseudo-sequence HLA-A02:11. The binding affinity (normalized) is 0.589. (6) The peptide sequence is METLLLLGL. The MHC is HLA-B44:02 with pseudo-sequence HLA-B44:02. The binding affinity (normalized) is 0.797. (7) The peptide sequence is ITWETPMIW. The MHC is HLA-A69:01 with pseudo-sequence HLA-A69:01. The binding affinity (normalized) is 0.424. (8) The peptide sequence is EHVQGDIDL. The MHC is HLA-B27:05 with pseudo-sequence HLA-B27:05. The binding affinity (normalized) is 0.0847.